From a dataset of Full USPTO retrosynthesis dataset with 1.9M reactions from patents (1976-2016). Predict the reactants needed to synthesize the given product. (1) Given the product [C:35]([O:28][C@H:20]([C@@:3]1([CH2:1][CH3:2])[O:8][CH2:7][CH2:6][N:5]([C:9]2[CH:14]=[CH:13][CH:12]=[C:11]([C:15]([F:17])([F:18])[F:16])[N:10]=2)[C:4]1=[O:19])[C:21]([OH:23])=[O:22])(=[O:37])[CH3:36], predict the reactants needed to synthesize it. The reactants are: [CH2:1]([C@:3]1([C@@H:20]([OH:28])[C:21]([O:23]C(C)(C)C)=[O:22])[O:8][CH2:7][CH2:6][N:5]([C:9]2[CH:14]=[CH:13][CH:12]=[C:11]([C:15]([F:18])([F:17])[F:16])[N:10]=2)[C:4]1=[O:19])[CH3:2].N1C=CC=CC=1.[C:35](OC(=O)C)(=[O:37])[CH3:36]. (2) Given the product [N:5]1([C:8]2[CH:9]=[CH:10][C:11]([NH:14][C:15]3[C:16]4[N:17]([N:29]=[CH:30][N:31]=4)[C:18]([C:49]4[NH:45][N:46]=[CH:47][CH:48]=4)=[CH:19][N:20]=3)=[CH:12][CH:13]=2)[CH2:6][CH2:7][O:35][CH2:3][CH2:4]1, predict the reactants needed to synthesize it. The reactants are: CN1[CH2:7][CH2:6][N:5]([C:8]2[CH:13]=[CH:12][C:11]([NH:14][C:15]3[C:16]4[N:17]([N:29]=[CH:30][N:31]=4)[C:18](C4C=C(C(N)=O)SC=4)=[CH:19][N:20]=3)=[CH:10][CH:9]=2)[CH2:4][CH2:3]1.N1(C2C=CC(N)=CC=2)CC[O:35]CC1.[NH:45]1[CH:49]=[CH:48][CH2:47][N:46]1B(O)O.C([O-])([O-])=O.[Na+].[Na+]. (3) Given the product [N+:1]1([O-:13])[C:10]2[C:5](=[CH:6][CH:7]=[N:8][CH:9]=2)[CH:4]=[CH:3][CH:2]=1, predict the reactants needed to synthesize it. The reactants are: [N:1]1[C:10]2[C:5](=[CH:6][CH:7]=[N:8][CH:9]=2)[CH:4]=[CH:3][CH:2]=1.C(O)(=[O:13])C. (4) Given the product [Br:14][C:8]1[CH:9]=[C:10]([N+:11]([O-:13])=[O:12])[C:5]([OH:4])=[C:6]([C:15]([CH3:18])([CH3:17])[CH3:16])[CH:7]=1, predict the reactants needed to synthesize it. The reactants are: [Cl-].[NH4+].C[O:4][C:5]1[C:10]([N+:11]([O-:13])=[O:12])=[CH:9][C:8]([Br:14])=[CH:7][C:6]=1[C:15]([CH3:18])([CH3:17])[CH3:16]. (5) Given the product [CH:1]([N:4]([C:50](=[O:51])[CH2:49][CH2:48][O:47][CH3:46])[C:5]1[CH:6]=[C:7]([CH:43]=[CH:44][CH:45]=1)[CH2:8][O:9][CH:10]1[CH:15]([C:16]2[CH:17]=[CH:18][C:19]([O:22][CH2:23][CH2:24][CH2:25][O:26][CH2:27][C:28]3[CH:33]=[CH:32][CH:31]=[CH:30][C:29]=3[O:34][CH3:35])=[CH:20][CH:21]=2)[CH2:14][CH2:13][N:12]([C:36]([O:38][C:39]([CH3:40])([CH3:42])[CH3:41])=[O:37])[CH2:11]1)([CH3:3])[CH3:2], predict the reactants needed to synthesize it. The reactants are: [CH:1]([NH:4][C:5]1[CH:6]=[C:7]([CH:43]=[CH:44][CH:45]=1)[CH2:8][O:9][CH:10]1[CH:15]([C:16]2[CH:21]=[CH:20][C:19]([O:22][CH2:23][CH2:24][CH2:25][O:26][CH2:27][C:28]3[CH:33]=[CH:32][CH:31]=[CH:30][C:29]=3[O:34][CH3:35])=[CH:18][CH:17]=2)[CH2:14][CH2:13][N:12]([C:36]([O:38][C:39]([CH3:42])([CH3:41])[CH3:40])=[O:37])[CH2:11]1)([CH3:3])[CH3:2].[CH3:46][O:47][CH2:48][CH2:49][C:50](Cl)=[O:51]. (6) Given the product [CH:3]1([C@H:9]([NH:14][C:15]([C:17]2[CH:22]=[CH:21][C:20]([C:23]3[CH:24]=[CH:25][N:26]=[CH:27][CH:28]=3)=[CH:19][C:18]=2[NH:29][C:30]([NH:32][C:33]2[C:34]([CH3:40])=[CH:35][CH:36]=[CH:37][C:38]=2[CH3:39])=[O:31])=[O:16])[C:10]([OH:12])=[O:11])[CH2:4][CH2:5][CH2:6][CH2:7][CH2:8]1, predict the reactants needed to synthesize it. The reactants are: [OH-].[Li+].[CH:3]1([C@H:9]([NH:14][C:15]([C:17]2[CH:22]=[CH:21][C:20]([C:23]3[CH:28]=[CH:27][N:26]=[CH:25][CH:24]=3)=[CH:19][C:18]=2[NH:29][C:30]([NH:32][C:33]2[C:38]([CH3:39])=[CH:37][CH:36]=[CH:35][C:34]=2[CH3:40])=[O:31])=[O:16])[C:10]([O:12]C)=[O:11])[CH2:8][CH2:7][CH2:6][CH2:5][CH2:4]1.CO.O.